Predict which catalyst facilitates the given reaction. From a dataset of Catalyst prediction with 721,799 reactions and 888 catalyst types from USPTO. (1) Reactant: [C@@H:1]1([N:10]2[CH:15]=[CH:14][C:13](=[O:16])[NH:12][C:11]2=[O:17])[O:7][C@H:6]([CH2:8][OH:9])[C@@H:4]([OH:5])[C@@H:2]1[OH:3].C(O[C:22](=[O:24])[CH3:23])(=O)C. Product: [C:2]([O:3][C@H:2]1[C@H:4]([O:5][C:4](=[O:5])[CH3:6])[C@@H:6]([CH2:8][O:9][C:22](=[O:24])[CH3:23])[O:7][C@H:1]1[N:10]1[CH:15]=[CH:14][C:13](=[O:16])[NH:12][C:11]1=[O:17])(=[O:3])[CH3:1]. The catalyst class is: 17. (2) The catalyst class is: 5. Reactant: C([Si](C)(C)[O:6][CH2:7][CH2:8][N:9]([CH3:36])[C:10]1[N:17]=[C:16]([O:18][C:19]2[CH:24]=[CH:23][C:22]([B:25]3[O:29][C:28](C)(C)C(C)(C)[O:26]3)=[C:21](C=O)[CH:20]=2)[CH:15]=[CH:14][C:11]=1[C:12]#[N:13])(C)(C)C.[BH4-].[Na+].Cl. Product: [OH:26][B:25]1[C:22]2[CH:23]=[CH:24][C:19]([O:18][C:16]3[CH:15]=[CH:14][C:11]([C:12]#[N:13])=[C:10]([N:9]([CH2:8][CH2:7][OH:6])[CH3:36])[N:17]=3)=[CH:20][C:21]=2[CH2:28][O:29]1. (3) Reactant: [CH3:1][O:2][C:3]1[CH:8]=[CH:7][C:6]([O:9][CH3:10])=[CH:5][C:4]=1[S:11](Cl)(=[O:13])=[O:12].C([N:17](CC)CC)C.[NH2:22][C@@H:23]1[CH2:27][CH2:26][N:25]([C:28](OC(C)(C)C)=O)[CH2:24]1.CCN(C(C)C)C(C)C.BrC#N. Product: [C:28]([N:25]1[CH2:26][CH2:27][C@@H:23]([NH:22][S:11]([C:4]2[CH:5]=[C:6]([O:9][CH3:10])[CH:7]=[CH:8][C:3]=2[O:2][CH3:1])(=[O:13])=[O:12])[CH2:24]1)#[N:17]. The catalyst class is: 34. (4) The catalyst class is: 22. Reactant: [Br:1][C:2]1[CH:7]=[C:6]([Cl:8])[CH:5]=[C:4]([NH2:9])[C:3]=1[NH2:10].[C:11](N1C=CN=C1)(N1C=CN=C1)=[O:12]. Product: [Br:1][C:2]1[C:3]2[NH:10][C:11](=[O:12])[NH:9][C:4]=2[CH:5]=[C:6]([Cl:8])[CH:7]=1. (5) Reactant: C(OC(=O)[C:7]([O:15][C:16](=[O:18])[CH3:17])([C:12](=[O:14])[CH3:13])[CH2:8][CH:9]=[CH:10][CH3:11])(C)(C)C.O.C1(C)C=CC(S(O)(=O)=O)=CC=1. Product: [C:16]([O:15][CH:7]([CH2:8][C:9]#[C:10][CH3:11])[C:12](=[O:14])[CH3:13])(=[O:18])[CH3:17]. The catalyst class is: 48. (6) Reactant: Cl.[O:2]1[CH2:7][CH2:6][CH:5]([NH:8][NH2:9])[CH2:4][CH2:3]1.C(O[CH:13]=[C:14]([C:20]#[N:21])[C:15]([O:17][CH2:18][CH3:19])=[O:16])C.C([O-])(=O)C.[Na+]. Product: [CH2:18]([O:17][C:15]([C:14]1[CH:13]=[N:9][N:8]([CH:5]2[CH2:6][CH2:7][O:2][CH2:3][CH2:4]2)[C:20]=1[NH2:21])=[O:16])[CH3:19]. The catalyst class is: 8. (7) Reactant: [CH3:1][C:2]1[CH:7]=[CH:6][C:5]([N+:8]([O-:10])=[O:9])=[CH:4][C:3]=1[CH2:11]O.P(Br)(Br)[Br:14].C(=O)([O-])O.[Na+]. Product: [Br:14][CH2:11][C:3]1[CH:4]=[C:5]([N+:8]([O-:10])=[O:9])[CH:6]=[CH:7][C:2]=1[CH3:1]. The catalyst class is: 2. (8) Reactant: [CH:1]1[C:2]([CH2:10][C@@H:11]([NH2:28])[CH2:12][C:13]([N:15]2[CH2:27][C:19]3=[N:20][N:21]=[C:22]([C:23]([F:26])([F:25])[F:24])[N:18]3[CH2:17][CH2:16]2)=[O:14])=[C:3]([F:9])[CH:4]=[C:5]([F:8])[C:6]=1[F:7].[CH:29]1[C:34](/[CH:35]=[CH:36]/[C:37]([OH:39])=[O:38])=[CH:33][CH:32]=[C:31]([OH:40])[CH:30]=1.C(OC(C)C)(C)C. Product: [CH:1]1[C:2]([CH2:10][C@@H:11]([NH2:28])[CH2:12][C:13]([N:15]2[CH2:27][C:19]3=[N:20][N:21]=[C:22]([C:23]([F:26])([F:25])[F:24])[N:18]3[CH2:17][CH2:16]2)=[O:14])=[C:3]([F:9])[CH:4]=[C:5]([F:8])[C:6]=1[F:7].[C:37]([O-:39])(=[O:38])/[CH:36]=[CH:35]/[C:34]1[CH:33]=[CH:32][C:31]([OH:40])=[CH:30][CH:29]=1. The catalyst class is: 5.